This data is from NCI-60 drug combinations with 297,098 pairs across 59 cell lines. The task is: Regression. Given two drug SMILES strings and cell line genomic features, predict the synergy score measuring deviation from expected non-interaction effect. (1) Drug 1: CC1=C2C(C(=O)C3(C(CC4C(C3C(C(C2(C)C)(CC1OC(=O)C(C(C5=CC=CC=C5)NC(=O)C6=CC=CC=C6)O)O)OC(=O)C7=CC=CC=C7)(CO4)OC(=O)C)O)C)OC(=O)C. Drug 2: CS(=O)(=O)OCCCCOS(=O)(=O)C. Cell line: SK-MEL-28. Synergy scores: CSS=24.2, Synergy_ZIP=-10.2, Synergy_Bliss=-8.52, Synergy_Loewe=-62.6, Synergy_HSA=-7.40. (2) Drug 1: C1=CC=C(C(=C1)C(C2=CC=C(C=C2)Cl)C(Cl)Cl)Cl. Drug 2: CC1CCC2CC(C(=CC=CC=CC(CC(C(=O)C(C(C(=CC(C(=O)CC(OC(=O)C3CCCCN3C(=O)C(=O)C1(O2)O)C(C)CC4CCC(C(C4)OC)O)C)C)O)OC)C)C)C)OC. Cell line: OVCAR-5. Synergy scores: CSS=22.9, Synergy_ZIP=2.93, Synergy_Bliss=5.06, Synergy_Loewe=-0.0192, Synergy_HSA=3.19. (3) Drug 1: C1CC(=O)NC(=O)C1N2CC3=C(C2=O)C=CC=C3N. Drug 2: C1=CN(C(=O)N=C1N)C2C(C(C(O2)CO)O)O.Cl. Cell line: OVCAR-8. Synergy scores: CSS=36.2, Synergy_ZIP=-1.77, Synergy_Bliss=-3.21, Synergy_Loewe=-42.9, Synergy_HSA=-0.953. (4) Drug 1: CCC1(CC2CC(C3=C(CCN(C2)C1)C4=CC=CC=C4N3)(C5=C(C=C6C(=C5)C78CCN9C7C(C=CC9)(C(C(C8N6C=O)(C(=O)OC)O)OC(=O)C)CC)OC)C(=O)OC)O.OS(=O)(=O)O. Drug 2: CS(=O)(=O)OCCCCOS(=O)(=O)C. Cell line: SN12C. Synergy scores: CSS=6.88, Synergy_ZIP=-3.03, Synergy_Bliss=-2.63, Synergy_Loewe=-1.04, Synergy_HSA=-1.16. (5) Drug 1: C1=NC2=C(N1)C(=S)N=C(N2)N. Drug 2: CS(=O)(=O)CCNCC1=CC=C(O1)C2=CC3=C(C=C2)N=CN=C3NC4=CC(=C(C=C4)OCC5=CC(=CC=C5)F)Cl. Cell line: SNB-75. Synergy scores: CSS=13.2, Synergy_ZIP=-2.61, Synergy_Bliss=2.45, Synergy_Loewe=0.564, Synergy_HSA=3.11. (6) Drug 1: CCC(=C(C1=CC=CC=C1)C2=CC=C(C=C2)OCCN(C)C)C3=CC=CC=C3.C(C(=O)O)C(CC(=O)O)(C(=O)O)O. Drug 2: CC1=C2C(C(=O)C3(C(CC4C(C3C(C(C2(C)C)(CC1OC(=O)C(C(C5=CC=CC=C5)NC(=O)OC(C)(C)C)O)O)OC(=O)C6=CC=CC=C6)(CO4)OC(=O)C)O)C)O. Cell line: DU-145. Synergy scores: CSS=62.2, Synergy_ZIP=25.5, Synergy_Bliss=25.6, Synergy_Loewe=27.7, Synergy_HSA=26.8. (7) Synergy scores: CSS=12.9, Synergy_ZIP=1.93, Synergy_Bliss=2.05, Synergy_Loewe=-0.181, Synergy_HSA=-0.0672. Drug 1: C1CN(CCN1C(=O)CCBr)C(=O)CCBr. Cell line: RXF 393. Drug 2: C1CCC(C(C1)N)N.C(=O)(C(=O)[O-])[O-].[Pt+4]. (8) Drug 1: CC1OCC2C(O1)C(C(C(O2)OC3C4COC(=O)C4C(C5=CC6=C(C=C35)OCO6)C7=CC(=C(C(=C7)OC)O)OC)O)O. Drug 2: COCCOC1=C(C=C2C(=C1)C(=NC=N2)NC3=CC=CC(=C3)C#C)OCCOC.Cl. Cell line: HCT116. Synergy scores: CSS=55.4, Synergy_ZIP=0.771, Synergy_Bliss=1.96, Synergy_Loewe=-8.65, Synergy_HSA=2.49. (9) Drug 1: CC1=C(C=C(C=C1)C(=O)NC2=CC(=CC(=C2)C(F)(F)F)N3C=C(N=C3)C)NC4=NC=CC(=N4)C5=CN=CC=C5. Drug 2: CNC(=O)C1=NC=CC(=C1)OC2=CC=C(C=C2)NC(=O)NC3=CC(=C(C=C3)Cl)C(F)(F)F. Cell line: COLO 205. Synergy scores: CSS=4.63, Synergy_ZIP=-0.609, Synergy_Bliss=-0.695, Synergy_Loewe=1.95, Synergy_HSA=-1.56. (10) Drug 1: C1=CC(=CC=C1CCC2=CNC3=C2C(=O)NC(=N3)N)C(=O)NC(CCC(=O)O)C(=O)O. Drug 2: CC1C(C(=O)NC(C(=O)N2CCCC2C(=O)N(CC(=O)N(C(C(=O)O1)C(C)C)C)C)C(C)C)NC(=O)C3=C4C(=C(C=C3)C)OC5=C(C(=O)C(=C(C5=N4)C(=O)NC6C(OC(=O)C(N(C(=O)CN(C(=O)C7CCCN7C(=O)C(NC6=O)C(C)C)C)C)C(C)C)C)N)C. Cell line: RPMI-8226. Synergy scores: CSS=54.5, Synergy_ZIP=17.8, Synergy_Bliss=18.1, Synergy_Loewe=16.7, Synergy_HSA=18.0.